This data is from Forward reaction prediction with 1.9M reactions from USPTO patents (1976-2016). The task is: Predict the product of the given reaction. (1) Given the reactants [CH3:1][O:2][C:3]1[CH:4]=[C:5]2[C:10](=[CH:11][CH:12]=1)[CH:9]=[C:8]([C@H:13]([CH3:17])[C:14]([OH:16])=[O:15])[CH:7]=[CH:6]2.O[CH2:19][CH2:20][NH:21][C:22](=[O:28])[O:23][C:24]([CH3:27])([CH3:26])[CH3:25].C1(N=C=NC2CCCCC2)CCCCC1, predict the reaction product. The product is: [CH3:1][O:2][C:3]1[CH:4]=[C:5]2[C:10](=[CH:11][CH:12]=1)[CH:9]=[C:8]([C@H:13]([CH3:17])[C:14]([O:16][CH2:19][CH2:20][NH:21][C:22]([O:23][C:24]([CH3:27])([CH3:26])[CH3:25])=[O:28])=[O:15])[CH:7]=[CH:6]2. (2) Given the reactants [CH3:1][O:2][C:3]1[CH:4]=[C:5]([NH:15][C:16]2[N:20]=[C:19]([NH2:21])[NH:18][N:17]=2)[CH:6]=[CH:7][C:8]=1[N:9]1[CH:13]=[C:12]([CH3:14])[N:11]=[CH:10]1.[CH3:22][C:23]([CH3:31])([C:25](=O)[CH2:26][C:27](=[O:29])[CH3:28])[CH3:24], predict the reaction product. The product is: [C:3]([OH:2])(=[O:29])[CH3:4].[C:23]([C:25]1[N:18]2[N:17]=[C:16]([NH:15][C:5]3[CH:6]=[CH:7][C:8]([N:9]4[CH:13]=[C:12]([CH3:14])[N:11]=[CH:10]4)=[C:3]([O:2][CH3:1])[CH:4]=3)[N:20]=[C:19]2[N:21]=[C:27]([CH3:28])[CH:26]=1)([CH3:31])([CH3:24])[CH3:22]. (3) Given the reactants [NH2:1][C:2]1[C:7]([CH3:8])=[CH:6][CH:5]=[CH:4][C:3]=1[NH:9][C:10]([C@@H:12]1[C@@H:16]([CH3:17])[CH2:15][CH2:14][N:13]1[C:18]([O:20][C:21]([CH3:24])([CH3:23])[CH3:22])=[O:19])=O.CC(O)=O, predict the reaction product. The product is: [CH3:17][C@H:16]1[CH2:15][CH2:14][N:13]([C:18]([O:20][C:21]([CH3:24])([CH3:23])[CH3:22])=[O:19])[C@@H:12]1[C:10]1[NH:1][C:2]2[C:7]([CH3:8])=[CH:6][CH:5]=[CH:4][C:3]=2[N:9]=1. (4) The product is: [O:11]=[C:6]1[C:5]2[CH:12]=[CH:13][C:2]([C:21]#[N:22])=[CH:3][C:4]=2[S:10][CH2:9][CH2:8][CH2:7]1. Given the reactants Br[C:2]1[CH:13]=[CH:12][C:5]2[C:6](=[O:11])[CH2:7][CH2:8][CH2:9][S:10][C:4]=2[CH:3]=1.O.C(OCC)(=O)C.[CH3:21][N:22](C)C=O, predict the reaction product.